Dataset: Forward reaction prediction with 1.9M reactions from USPTO patents (1976-2016). Task: Predict the product of the given reaction. (1) Given the reactants [N:1]1[CH:6]=[CH:5][CH:4]=[CH:3][C:2]=1[CH2:7][O:8][C:9]1[CH:17]=[CH:16][C:12]([C:13]([OH:15])=O)=[CH:11][CH:10]=1.[NH2:18][C:19]1[CH:27]=[CH:26][C:22]([C:23]([NH2:25])=[O:24])=[CH:21][C:20]=1[CH3:28].CN(C(ON1N=NC2C=CC=NC1=2)=[N+](C)C)C.F[P-](F)(F)(F)(F)F.CCN(C(C)C)C(C)C.[OH-].[Na+], predict the reaction product. The product is: [C:23]([C:22]1[CH:26]=[CH:27][C:19]([NH:18][C:13](=[O:15])[C:12]2[CH:11]=[CH:10][C:9]([O:8][CH2:7][C:2]3[CH:3]=[CH:4][CH:5]=[CH:6][N:1]=3)=[CH:17][CH:16]=2)=[C:20]([CH3:28])[CH:21]=1)(=[O:24])[NH2:25]. (2) Given the reactants [F:1][C:2]([F:14])([F:13])[C:3]1[N:8]=[N:7][CH:6]=[C:5]([C:9]([O:11]C)=[O:10])[CH:4]=1.[Li+].[OH-], predict the reaction product. The product is: [F:14][C:2]([F:1])([F:13])[C:3]1[N:8]=[N:7][CH:6]=[C:5]([C:9]([OH:11])=[O:10])[CH:4]=1. (3) Given the reactants [N+:1]([C:4]1[CH:5]=[C:6]([C:14]([O-:16])=O)[CH:7]=[C:8]([CH:13]=1)[C:9]([O:11][CH3:12])=[O:10])([O-:3])=[O:2].Cl.CN(C)CCCN=C=NCC.O.ON1C2C=CC=CC=2N=N1.C(N(CC)CC)C.[CH2:47]([NH:50][CH2:51][CH2:52][CH3:53])[CH2:48][CH3:49], predict the reaction product. The product is: [CH3:12][O:11][C:9](=[O:10])[C:8]1[CH:13]=[C:4]([N+:1]([O-:3])=[O:2])[CH:5]=[C:6]([C:14]([N:50]([CH2:51][CH2:52][CH3:53])[CH2:47][CH2:48][CH3:49])=[O:16])[CH:7]=1.